The task is: Predict the product of the given reaction.. This data is from Forward reaction prediction with 1.9M reactions from USPTO patents (1976-2016). (1) The product is: [Cl:1][C:2]1[CH:3]=[CH:4][CH:5]=[C:6]2[C:10]=1[N:9]([CH2:19][CH:13]1[CH2:18][CH2:17][CH2:16][CH2:15][CH2:14]1)[CH:8]=[CH:7]2. Given the reactants [Cl:1][C:2]1[CH:3]=[CH:4][CH:5]=[C:6]2[C:10]=1[NH:9][CH:8]=[CH:7]2.[H-].[Na+].[CH:13]1([CH2:19]Br)[CH2:18][CH2:17][CH2:16][CH2:15][CH2:14]1, predict the reaction product. (2) Given the reactants [CH3:1][O:2][C:3]1[CH:4]=[C:5]([NH:13][C:14]2[CH:19]=[N:18][CH:17]=[C:16](Cl)[N:15]=2)[CH:6]=[C:7]([O:11][CH3:12])[C:8]=1[O:9][CH3:10].[OH:21][C:22]1[CH:27]=[CH:26][N:25]=[CH:24][CH:23]=1, predict the reaction product. The product is: [N:25]1[CH:26]=[CH:27][C:22]([O:21][C:16]2[N:15]=[C:14]([NH:13][C:5]3[CH:4]=[C:3]([O:2][CH3:1])[C:8]([O:9][CH3:10])=[C:7]([O:11][CH3:12])[CH:6]=3)[CH:19]=[N:18][CH:17]=2)=[CH:23][CH:24]=1. (3) Given the reactants [OH:1][C:2]1[CH:11]=[C:10]2[C:5]([C:6](=[O:12])[CH2:7][CH2:8][O:9]2)=[CH:4][CH:3]=1.C(=O)([O-])[O-].[K+].[K+].FC(F)(F)S(O[CH2:25][C:26]([F:29])([F:28])[F:27])(=O)=O.[OH-].[Na+], predict the reaction product. The product is: [F:27][C:26]([F:29])([F:28])[CH2:25][O:1][C:2]1[CH:11]=[C:10]2[C:5]([C:6](=[O:12])[CH2:7][CH2:8][O:9]2)=[CH:4][CH:3]=1.